From a dataset of Forward reaction prediction with 1.9M reactions from USPTO patents (1976-2016). Predict the product of the given reaction. (1) Given the reactants FC(F)(F)C(OC(=O)C(F)(F)F)=O.[CH3:14][N:15]1[C:42]2[C:37](=[CH:38][C:39]([C:43]([NH2:45])=O)=[CH:40][CH:41]=2)[C:17]2([CH2:22][CH2:21][N:20]([C:23](=[O:36])/[CH:24]=[CH:25]/[C:26]3[CH:31]=[CH:30][CH:29]=[CH:28][C:27]=3[C:32]([F:35])([F:34])[F:33])[CH2:19][CH2:18]2)[C:16]1=[O:46].N1C=CC=CC=1, predict the reaction product. The product is: [CH3:14][N:15]1[C:42]2[C:37](=[CH:38][C:39]([C:43]#[N:45])=[CH:40][CH:41]=2)[C:17]2([CH2:22][CH2:21][N:20]([C:23](=[O:36])/[CH:24]=[CH:25]/[C:26]3[CH:31]=[CH:30][CH:29]=[CH:28][C:27]=3[C:32]([F:35])([F:33])[F:34])[CH2:19][CH2:18]2)[C:16]1=[O:46]. (2) Given the reactants [C:1]([O:5][C:6]([N:8]1[CH2:13][CH2:12][CH:11]([CH:14]([C:16]2[CH:21]=[CH:20][N:19]=[CH:18][C:17]=2Br)[OH:15])[CH2:10][CH2:9]1)=[O:7])([CH3:4])([CH3:3])[CH3:2].[OH-].[Na+], predict the reaction product. The product is: [C:1]([O:5][C:6]([N:8]1[CH2:9][CH2:10][CH:11]([CH:14]([OH:15])[C:16]2[CH:21]=[CH:20][N:19]=[CH:18][CH:17]=2)[CH2:12][CH2:13]1)=[O:7])([CH3:4])([CH3:2])[CH3:3].